Dataset: Full USPTO retrosynthesis dataset with 1.9M reactions from patents (1976-2016). Task: Predict the reactants needed to synthesize the given product. (1) Given the product [Si:35]([O:42][C:43]([C@H:46]1[CH2:47][CH2:48][C@H:49]([O:34][C:31]2[CH:32]=[CH:33][C:28]([N:4]3[C:5](=[O:27])[C:6]([CH2:12][C:13]4[CH:18]=[CH:17][C:16]([C:19]5[C:20]([C:25]#[N:26])=[CH:21][CH:22]=[CH:23][CH:24]=5)=[CH:15][CH:14]=4)=[C:7]([CH2:9][CH2:10][CH3:11])[N:8]=[C:3]3[CH2:1][CH3:2])=[CH:29][CH:30]=2)[CH2:50][CH2:51]1)([CH3:45])[CH3:44])([C:38]([CH3:39])([CH3:40])[CH3:41])([CH3:37])[CH3:36], predict the reactants needed to synthesize it. The reactants are: [CH2:1]([C:3]1[N:4]([C:28]2[CH:33]=[CH:32][C:31]([OH:34])=[CH:30][CH:29]=2)[C:5](=[O:27])[C:6]([CH2:12][C:13]2[CH:18]=[CH:17][C:16]([C:19]3[C:20]([C:25]#[N:26])=[CH:21][CH:22]=[CH:23][CH:24]=3)=[CH:15][CH:14]=2)=[C:7]([CH2:9][CH2:10][CH3:11])[N:8]=1)[CH3:2].[Si:35]([O:42][C:43]([C@@H:46]1[CH2:51][CH2:50][C@H:49](O)[CH2:48][CH2:47]1)([CH3:45])[CH3:44])([C:38]([CH3:41])([CH3:40])[CH3:39])([CH3:37])[CH3:36].C1(P(C2C=CC=CC=2)C2C=CC=CC=2)C=CC=CC=1.N(C(OC(C)C)=O)=NC(OC(C)C)=O. (2) Given the product [CH3:3][C:2]([C:35]([OH:37])=[O:36])([C:4]1[CH:9]=[CH:8][C:7]([CH:10]([OH:34])[CH2:11][CH2:12][CH2:13][N:14]2[CH2:15][CH2:16][CH:17]([C:20]([OH:33])([C:21]3[CH:26]=[CH:25][CH:24]=[CH:23][CH:22]=3)[C:27]3[CH:28]=[CH:29][CH:30]=[CH:31][CH:32]=3)[CH2:18][CH2:19]2)=[CH:6][CH:5]=1)[CH3:1].[ClH:38], predict the reactants needed to synthesize it. The reactants are: [CH3:1][C:2]([C:35]([OH:37])=[O:36])([C:4]1[CH:5]=[CH:6][C:7]([CH:10]([OH:34])[CH2:11][CH2:12][CH2:13][N:14]2[CH2:19][CH2:18][CH:17]([C:20]([OH:33])([C:27]3[CH:28]=[CH:29][CH:30]=[CH:31][CH:32]=3)[C:21]3[CH:22]=[CH:23][CH:24]=[CH:25][CH:26]=3)[CH2:16][CH2:15]2)=[CH:8][CH:9]=1)[CH3:3].[ClH:38].CC(O)C. (3) Given the product [F:28][C:25]([F:26])([F:27])[C:20]([C:17]1[CH:16]=[CH:15][C:14]([NH2:13])=[CH:19][CH:18]=1)([O:29][CH2:34][CH2:35][N:30]1[CH2:12][CH2:11][CH2:33][CH2:32][CH2:31]1)[C:21]([F:22])([F:23])[F:24], predict the reactants needed to synthesize it. The reactants are: CCOC(/N=N/C(O[CH2:11][CH3:12])=O)=O.[NH2:13][C:14]1[CH:19]=[CH:18][C:17]([C:20]([OH:29])([C:25]([F:28])([F:27])[F:26])[C:21]([F:24])([F:23])[F:22])=[CH:16][CH:15]=1.[NH:30]1[CH2:35][CH2:34][CH2:33][CH2:32][CH:31]1C(O)C.C1C=CC(P(C2C=CC=CC=2)C2C=CC=CC=2)=CC=1. (4) Given the product [CH3:22][O:23][C:24](=[O:41])[C:25]1[CH:26]=[CH:27][C:28]([O:31][C:32]2[N:37]=[C:36]([CH3:38])[C:35]([CH2:39][N:18]3[CH2:17][CH2:16][CH:15]([N:8]4[C@H:9]([CH2:11][CH:12]([CH3:14])[CH3:13])[CH2:10][N:6]([CH:1]5[CH2:2][CH2:3][CH2:4][CH2:5]5)[C:7]4=[O:21])[CH2:20][CH2:19]3)=[CH:34][N:33]=2)=[CH:29][CH:30]=1, predict the reactants needed to synthesize it. The reactants are: [CH:1]1([N:6]2[CH2:10][C@@H:9]([CH2:11][CH:12]([CH3:14])[CH3:13])[N:8]([CH:15]3[CH2:20][CH2:19][NH:18][CH2:17][CH2:16]3)[C:7]2=[O:21])[CH2:5][CH2:4][CH2:3][CH2:2]1.[CH3:22][O:23][C:24](=[O:41])[C:25]1[CH:30]=[CH:29][C:28]([O:31][C:32]2[N:37]=[C:36]([CH3:38])[C:35]([CH:39]=O)=[CH:34][N:33]=2)=[CH:27][CH:26]=1. (5) The reactants are: [C:1]1([C:7]2[N:8]=[N:9][N:10]([CH2:12][O:13][C:14]3[CH:23]=[CH:22][C:21]4[C:16](=[CH:17][CH:18]=[CH:19][CH:20]=4)[CH:15]=3)[CH:11]=2)[CH:6]=[CH:5][CH:4]=[CH:3][CH:2]=1.[F:24][C:25]([F:32])([F:31])[S:26]([O:29]C)(=[O:28])=[O:27]. Given the product [F:24][C:25]([F:32])([F:31])[S:26]([O-:29])(=[O:28])=[O:27].[CH3:25][N:8]1[C:7]([C:1]2[CH:6]=[CH:5][CH:4]=[CH:3][CH:2]=2)=[CH:11][N+:10]([CH2:12][O:13][C:14]2[CH:23]=[CH:22][C:21]3[C:16](=[CH:17][CH:18]=[CH:19][CH:20]=3)[CH:15]=2)=[N:9]1, predict the reactants needed to synthesize it. (6) Given the product [F:16][C:13]1[CH:14]=[N:15][C:10]([CH:8]([CH3:9])[CH2:7][CH:3]=[O:2])=[N:11][CH:12]=1, predict the reactants needed to synthesize it. The reactants are: Cl.[O:2]1CCO[CH:3]1[CH2:7][CH:8]([C:10]1[N:15]=[CH:14][C:13]([F:16])=[CH:12][N:11]=1)[CH3:9].C(=O)([O-])O.[Na+]. (7) Given the product [CH3:41][O:40][C:36]1[CH:35]=[C:34]([NH:33][CH:26]([C:27]2[CH:32]=[CH:31][CH:30]=[CH:29][CH:28]=2)[C:8]([C:10]2[C:18]3[C:13](=[N:14][CH:15]=[CH:16][CH:17]=3)[NH:12][CH:11]=2)=[O:9])[CH:39]=[CH:38][CH:37]=1, predict the reactants needed to synthesize it. The reactants are: C(N(CC)CC)C.[CH:8]([C:10]1[C:18]2[C:13](=[N:14][CH:15]=[CH:16][CH:17]=2)[N:12](C(OC(C)(C)C)=O)[CH:11]=1)=[O:9].[CH:26](=[N:33][C:34]1[CH:39]=[CH:38][CH:37]=[C:36]([O:40][CH3:41])[CH:35]=1)[C:27]1[CH:32]=[CH:31][CH:30]=[CH:29][CH:28]=1. (8) The reactants are: C(OC1C=C2C(=CC=1)NC=C2CC[N:20]1[C:28](=[O:29])[C:27]2[C:22](=[CH:23][CH:24]=[CH:25][CH:26]=2)[C:21]1=[O:30])C1C=CC=CC=1.C([Si](OS(C(F)(F)F)(=O)=O)(C(C)C)C(C)C)(C)C.C([O-])(O)=O.[Na+]. Given the product [C:21]1(=[O:30])[C:22]2[C:27](=[CH:26][CH:25]=[CH:24][CH:23]=2)[C:28](=[O:29])[NH:20]1, predict the reactants needed to synthesize it. (9) Given the product [Cl:3][C:4]1[CH:5]=[C:6]([CH:10]2[C:16]3[CH:17]=[C:18]([C:21]([C:29]4[CH:30]=[CH:31][C:32]([Cl:35])=[CH:33][CH:34]=4)([OH:28])[C:22]4[N:26]([CH3:27])[CH:25]=[N:24][CH:23]=4)[CH:19]=[CH:20][C:15]=3[N:14]([CH2:38][CH:39]3[CH2:41][CH2:40]3)[C:13](=[O:36])[CH2:12][S:11]2)[CH:7]=[CH:8][CH:9]=1, predict the reactants needed to synthesize it. The reactants are: [H-].[Na+].[Cl:3][C:4]1[CH:5]=[C:6]([CH:10]2[C:16]3[CH:17]=[C:18]([C:21]([C:29]4[CH:34]=[CH:33][C:32]([Cl:35])=[CH:31][CH:30]=4)([OH:28])[C:22]4[N:26]([CH3:27])[CH:25]=[N:24][CH:23]=4)[CH:19]=[CH:20][C:15]=3[NH:14][C:13](=[O:36])[CH2:12][S:11]2)[CH:7]=[CH:8][CH:9]=1.Br[CH2:38][CH:39]1[CH2:41][CH2:40]1.